This data is from Peptide-MHC class II binding affinity with 134,281 pairs from IEDB. The task is: Regression. Given a peptide amino acid sequence and an MHC pseudo amino acid sequence, predict their binding affinity value. This is MHC class II binding data. The peptide sequence is STIFPFRRLFMVAEV. The MHC is DRB1_1001 with pseudo-sequence DRB1_1001. The binding affinity (normalized) is 0.220.